From a dataset of Full USPTO retrosynthesis dataset with 1.9M reactions from patents (1976-2016). Predict the reactants needed to synthesize the given product. (1) The reactants are: C1(C)C=CC(S(O)(=O)=O)=CC=1.[NH2:12][CH:13]([CH3:27])[C:14]([C:16]1[CH:21]=[CH:20][C:19]([F:22])=[C:18]([C:23]([F:26])([F:25])[F:24])[CH:17]=1)=[O:15].[C:28]([N:35]1[CH2:40][CH2:39][CH:38]([C:41](O)=[O:42])[CH2:37][CH2:36]1)([O:30][C:31]([CH3:34])([CH3:33])[CH3:32])=[O:29].CN1CCOCC1.CCCP1(OP(CCC)(=O)OP(CCC)(=O)O1)=O. Given the product [C:31]([O:30][C:28]([N:35]1[CH2:40][CH2:39][CH:38]([C:41](=[O:42])[NH:12][CH:13]([CH3:27])[C:14]([C:16]2[CH:21]=[CH:20][C:19]([F:22])=[C:18]([C:23]([F:26])([F:24])[F:25])[CH:17]=2)=[O:15])[CH2:37][CH2:36]1)=[O:29])([CH3:34])([CH3:33])[CH3:32], predict the reactants needed to synthesize it. (2) Given the product [Br-:35].[C:17]([CH2:18][CH2:19][N+:20]1[C:33]2[C:28](=[CH:29][CH:30]=[CH:31][CH:32]=2)[CH:27]=[C:26]2[C:21]=1[CH:22]=[CH:23][CH:24]=[CH:25]2)([OH:34])=[O:16], predict the reactants needed to synthesize it. The reactants are: FC(F)(F)S([O-])(=O)=O.C([O:16][C:17](=[O:34])[CH2:18][CH2:19][N+:20]1[C:33]2[C:28](=[CH:29][CH:30]=[CH:31][CH:32]=2)[CH:27]=[C:26]2[C:21]=1[CH:22]=[CH:23][CH:24]=[CH:25]2)C1C=CC=CC=1.[BrH:35]. (3) Given the product [C:15]([C:17]1[C:18]([NH:50][CH2:51][CH2:52][O:53][CH3:54])=[CH:19][C:20]([NH:23][C:24]([N:26]2[C:35]3[C:30](=[CH:31][C:32]([CH2:41][N:42]4[CH2:47][CH2:46][N:45]([CH3:48])[CH2:44][C:43]4=[O:49])=[C:33]([CH:36]=[O:37])[N:34]=3)[CH2:29][CH2:28][C@@H:27]2[CH3:2])=[O:25])=[N:21][CH:22]=1)#[N:16], predict the reactants needed to synthesize it. The reactants are: N[C:2]1C=C(NCCOC)C(C#N)=CN=1.[C:15]([C:17]1[C:18]([NH:50][CH2:51][CH2:52][O:53][CH3:54])=[CH:19][C:20]([NH:23][C:24]([N:26]2[C:35]3[C:30](=[CH:31][C:32]([CH2:41][N:42]4[CH2:47][CH2:46][N:45]([CH3:48])[CH2:44][C:43]4=[O:49])=[C:33]([CH:36](OC)[O:37]C)[N:34]=3)[CH2:29][CH2:28][CH2:27]2)=[O:25])=[N:21][CH:22]=1)#[N:16]. (4) The reactants are: Br[CH2:2][CH2:3][C:4]([C:7]1[CH:12]=[CH:11][C:10]([F:13])=[CH:9][CH:8]=1)([F:6])[F:5].C([O-])([O-])=O.[K+].[K+].[SH:20][C:21]1[N:29]=[CH:28][CH:27]=[CH:26][C:22]=1[C:23]([OH:25])=[O:24].Cl. Given the product [F:5][C:4]([F:6])([C:7]1[CH:12]=[CH:11][C:10]([F:13])=[CH:9][CH:8]=1)[CH2:3][CH2:2][S:20][C:21]1[N:29]=[CH:28][CH:27]=[CH:26][C:22]=1[C:23]([OH:25])=[O:24], predict the reactants needed to synthesize it. (5) Given the product [CH3:1][O:2][C:3]1[CH:4]=[C:5]2[C:10](=[CH:11][C:12]=1[O:13][CH3:14])[N:9]=[CH:8][CH:7]=[C:6]2[O:15][C:16]1[CH:22]=[CH:21][C:19]([NH:20][C:41]([C:28]2[C:27]([O:26][CH2:24][CH3:25])=[CH:31][N:30]([C:32]3[CH:37]=[CH:36][C:35]([O:38][CH3:39])=[CH:34][C:33]=3[CH3:40])[N:29]=2)=[O:42])=[CH:18][C:17]=1[F:23], predict the reactants needed to synthesize it. The reactants are: [CH3:1][O:2][C:3]1[CH:4]=[C:5]2[C:10](=[CH:11][C:12]=1[O:13][CH3:14])[N:9]=[CH:8][CH:7]=[C:6]2[O:15][C:16]1[CH:22]=[CH:21][C:19]([NH2:20])=[CH:18][C:17]=1[F:23].[CH2:24]([O:26][C:27]1[C:28]([C:41](Cl)=[O:42])=[N:29][N:30]([C:32]2[CH:37]=[CH:36][C:35]([O:38][CH3:39])=[CH:34][C:33]=2[CH3:40])[CH:31]=1)[CH3:25]. (6) Given the product [CH3:12][C:11]1[NH:10][N:9]=[CH:8][C:7]=1[C:5]1[S:4][C:3]2[C:13](=[O:14])[NH:15][C:17]3([CH2:22][CH2:21][CH:20]([C:23]([O:25][CH2:26][CH3:27])=[O:24])[CH2:19][CH2:18]3)[NH:1][C:2]=2[CH:6]=1, predict the reactants needed to synthesize it. The reactants are: [NH2:1][C:2]1[CH:6]=[C:5]([C:7]2[CH:8]=[N:9][NH:10][C:11]=2[CH3:12])[S:4][C:3]=1[C:13]([NH2:15])=[O:14].O=[C:17]1[CH2:22][CH2:21][CH:20]([C:23]([O:25][CH2:26][CH3:27])=[O:24])[CH2:19][CH2:18]1.[O-]S([O-])(=O)=O.[Mg+2].CC1(C)C2(CS(O)(=O)=O)C(CC1CC2)=O.C([O-])(O)=O.[Na+].